This data is from Forward reaction prediction with 1.9M reactions from USPTO patents (1976-2016). The task is: Predict the product of the given reaction. (1) The product is: [NH2:1][C:2]1[C:7]([F:8])=[C:6]([C:21]2[CH:22]=[CH:23][C:18]([Cl:17])=[C:19]([O:31][CH3:32])[C:20]=2[F:30])[N:5]=[C:4]([C:10]([O:12][CH:13]([CH3:15])[CH3:14])=[O:11])[C:3]=1[Cl:16]. Given the reactants [NH2:1][C:2]1[C:7]([F:8])=[C:6](Cl)[N:5]=[C:4]([C:10]([O:12][CH:13]([CH3:15])[CH3:14])=[O:11])[C:3]=1[Cl:16].[Cl:17][C:18]1[CH:23]=[CH:22][C:21](B2OCCCO2)=[C:20]([F:30])[C:19]=1[O:31][CH3:32].[F-].[Cs+].C(#N)C, predict the reaction product. (2) Given the reactants [CH2:1]([C@@H:5]1[NH:10][CH2:9][C@H:8]([CH2:11][CH:12]([CH3:14])[CH3:13])[NH:7][C:6]1=[O:15])[CH:2]([CH3:4])[CH3:3].Br[CH2:17][C:18]1[CH:23]=[C:22]([C:24]([F:27])([F:26])[F:25])[CH:21]=[CH:20][C:19]=1[Cl:28].FC1C=CC(CN2C[C@H](CC(C)C)NC(=O)[C@@H]2CC(C)C)=C(C(F)(F)F)C=1, predict the reaction product. The product is: [Cl:28][C:19]1[CH:20]=[CH:21][C:22]([C:24]([F:25])([F:26])[F:27])=[CH:23][C:18]=1[CH2:17][N:10]1[CH2:9][C@H:8]([CH2:11][CH:12]([CH3:14])[CH3:13])[NH:7][C:6](=[O:15])[C@@H:5]1[CH2:1][CH:2]([CH3:4])[CH3:3]. (3) Given the reactants [F:1][C:2]([F:16])([F:15])[CH2:3][CH2:4][CH2:5][O:6][C:7]1[CH:14]=[CH:13][C:10]([CH:11]=[O:12])=[CH:9][CH:8]=1.C[Si](C)(C)[C:19]([F:22])([F:21])[F:20].Cl, predict the reaction product. The product is: [F:20][C:19]([F:22])([F:21])[CH:11]([C:10]1[CH:13]=[CH:14][C:7]([O:6][CH2:5][CH2:4][CH2:3][C:2]([F:15])([F:16])[F:1])=[CH:8][CH:9]=1)[OH:12]. (4) Given the reactants [CH2:1]([NH:8][N:9]=[CH:10][C:11](=[O:13])[CH3:12])[C:2]1[CH:7]=[CH:6][CH:5]=[CH:4][CH:3]=1.[C:14]([C:18]1[CH:23]=[CH:22][C:21]([C:24](=O)[CH:25]=[O:26])=[CH:20][CH:19]=1)([CH3:17])([CH3:16])[CH3:15], predict the reaction product. The product is: [C:14]([C:18]1[CH:23]=[CH:22][C:21]([C:24]2[N:8]([CH2:1][C:2]3[CH:3]=[CH:4][CH:5]=[CH:6][CH:7]=3)[N:9]=[C:10]([C:11](=[O:13])[CH3:12])[C:25]=2[OH:26])=[CH:20][CH:19]=1)([CH3:17])([CH3:16])[CH3:15].